This data is from Reaction yield outcomes from USPTO patents with 853,638 reactions. The task is: Predict the reaction yield, written as a fraction of the theoretical maximum amount of product (1.0 means a 100% yield; for example, 0.34 means a 34% yield). (1) The reactants are [Cl:1][C:2]1[CH:3]=[C:4]2[C:8](=[CH:9][CH:10]=1)[NH:7][CH:6]=[C:5]2[CH2:11][CH2:12][NH:13][C:14](=[O:23])[C:15]1[CH:20]=[CH:19][C:18]([CH2:21]Cl)=[CH:17][CH:16]=1.[F:24][C:25]1[CH:30]=[CH:29][CH:28]=[CH:27][C:26]=1B(O)O.C(=O)([O-])[O-].[Na+].[Na+].[I-].[Na+]. The catalyst is C(COC)OC.O.C1C=CC([P]([Pd]([P](C2C=CC=CC=2)(C2C=CC=CC=2)C2C=CC=CC=2)([P](C2C=CC=CC=2)(C2C=CC=CC=2)C2C=CC=CC=2)[P](C2C=CC=CC=2)(C2C=CC=CC=2)C2C=CC=CC=2)(C2C=CC=CC=2)C2C=CC=CC=2)=CC=1. The product is [Cl:1][C:2]1[CH:3]=[C:4]2[C:8](=[CH:9][CH:10]=1)[NH:7][CH:6]=[C:5]2[CH2:11][CH2:12][NH:13][C:14](=[O:23])[C:15]1[CH:20]=[CH:19][C:18]([CH2:21][C:26]2[CH:27]=[CH:28][CH:29]=[CH:30][C:25]=2[F:24])=[CH:17][CH:16]=1. The yield is 0.700. (2) The reactants are [N+:1]([C:4]1[CH:9]=[CH:8][C:7]([N:10]2[CH2:16][CH2:15][CH2:14][CH:13]([NH:17][C@@H:18]3[CH2:23][CH2:22][CH2:21][CH2:20][C@H:19]3[NH2:24])[CH2:12][CH2:11]2)=[CH:6][CH:5]=1)([O-:3])=[O:2].CCN(CC)CC.[N:32]([C:35]1[CH:40]=[CH:39][CH:38]=[CH:37][CH:36]=1)=[C:33]=[O:34]. The catalyst is C1COCC1. The product is [N+:1]([C:4]1[CH:5]=[CH:6][C:7]([N:10]2[CH2:16][CH2:15][CH2:14][C@H:13]([NH:17][C@@H:18]3[CH2:23][CH2:22][CH2:21][CH2:20][C@H:19]3[NH:24][C:33]([NH:32][C:35]3[CH:40]=[CH:39][CH:38]=[CH:37][CH:36]=3)=[O:34])[CH2:12][CH2:11]2)=[CH:8][CH:9]=1)([O-:3])=[O:2]. The yield is 0.0670.